From a dataset of NCI-60 drug combinations with 297,098 pairs across 59 cell lines. Regression. Given two drug SMILES strings and cell line genomic features, predict the synergy score measuring deviation from expected non-interaction effect. (1) Drug 1: C1CC(=O)NC(=O)C1N2CC3=C(C2=O)C=CC=C3N. Drug 2: C1=CC(=C2C(=C1NCCNCCO)C(=O)C3=C(C=CC(=C3C2=O)O)O)NCCNCCO. Cell line: OVCAR-8. Synergy scores: CSS=29.1, Synergy_ZIP=-4.67, Synergy_Bliss=-8.53, Synergy_Loewe=-28.2, Synergy_HSA=-6.86. (2) Drug 1: CC=C1C(=O)NC(C(=O)OC2CC(=O)NC(C(=O)NC(CSSCCC=C2)C(=O)N1)C(C)C)C(C)C. Drug 2: CC1C(C(CC(O1)OC2CC(OC(C2O)C)OC3=CC4=CC5=C(C(=O)C(C(C5)C(C(=O)C(C(C)O)O)OC)OC6CC(C(C(O6)C)O)OC7CC(C(C(O7)C)O)OC8CC(C(C(O8)C)O)(C)O)C(=C4C(=C3C)O)O)O)O. Cell line: K-562. Synergy scores: CSS=82.0, Synergy_ZIP=0.0507, Synergy_Bliss=-2.98, Synergy_Loewe=-35.4, Synergy_HSA=-3.44. (3) Drug 1: CC1C(C(CC(O1)OC2CC(CC3=C2C(=C4C(=C3O)C(=O)C5=C(C4=O)C(=CC=C5)OC)O)(C(=O)CO)O)N)O.Cl. Drug 2: C(CC(=O)O)C(=O)CN.Cl. Cell line: SNB-75. Synergy scores: CSS=2.27, Synergy_ZIP=-1.53, Synergy_Bliss=-2.47, Synergy_Loewe=0.875, Synergy_HSA=-1.01. (4) Drug 1: CCCS(=O)(=O)NC1=C(C(=C(C=C1)F)C(=O)C2=CNC3=C2C=C(C=N3)C4=CC=C(C=C4)Cl)F. Drug 2: C1=NNC2=C1C(=O)NC=N2. Cell line: RPMI-8226. Synergy scores: CSS=19.2, Synergy_ZIP=-1.36, Synergy_Bliss=12.9, Synergy_Loewe=-5.56, Synergy_HSA=3.28. (5) Drug 1: C1CCN(CC1)CCOC2=CC=C(C=C2)C(=O)C3=C(SC4=C3C=CC(=C4)O)C5=CC=C(C=C5)O. Drug 2: CCC1=CC2CC(C3=C(CN(C2)C1)C4=CC=CC=C4N3)(C5=C(C=C6C(=C5)C78CCN9C7C(C=CC9)(C(C(C8N6C)(C(=O)OC)O)OC(=O)C)CC)OC)C(=O)OC.C(C(C(=O)O)O)(C(=O)O)O. Cell line: HOP-92. Synergy scores: CSS=35.9, Synergy_ZIP=-6.29, Synergy_Bliss=-5.86, Synergy_Loewe=-17.2, Synergy_HSA=-3.56. (6) Drug 1: C1=CN(C=N1)CC(O)(P(=O)(O)O)P(=O)(O)O. Drug 2: C1=NNC2=C1C(=O)NC=N2. Cell line: UACC-257. Synergy scores: CSS=-1.83, Synergy_ZIP=-1.13, Synergy_Bliss=-2.92, Synergy_Loewe=-5.47, Synergy_HSA=-4.82. (7) Drug 1: CS(=O)(=O)C1=CC(=C(C=C1)C(=O)NC2=CC(=C(C=C2)Cl)C3=CC=CC=N3)Cl. Drug 2: CCN(CC)CCNC(=O)C1=C(NC(=C1C)C=C2C3=C(C=CC(=C3)F)NC2=O)C. Cell line: NCI/ADR-RES. Synergy scores: CSS=3.34, Synergy_ZIP=-1.74, Synergy_Bliss=-0.937, Synergy_Loewe=-2.35, Synergy_HSA=-2.67. (8) Drug 1: COC1=C(C=C2C(=C1)N=CN=C2NC3=CC(=C(C=C3)F)Cl)OCCCN4CCOCC4. Drug 2: CC12CCC3C(C1CCC2OP(=O)(O)O)CCC4=C3C=CC(=C4)OC(=O)N(CCCl)CCCl.[Na+]. Cell line: MDA-MB-435. Synergy scores: CSS=7.98, Synergy_ZIP=-4.48, Synergy_Bliss=-4.99, Synergy_Loewe=-6.78, Synergy_HSA=-4.66.